Binary Classification. Given a T-cell receptor sequence (or CDR3 region) and an epitope sequence, predict whether binding occurs between them. From a dataset of TCR-epitope binding with 47,182 pairs between 192 epitopes and 23,139 TCRs. (1) The epitope is FIAGLIAIV. The TCR CDR3 sequence is CASSPGGTSYEQYF. Result: 1 (the TCR binds to the epitope). (2) The epitope is KAFSPEVIPMF. The TCR CDR3 sequence is CASSGTTSFDEQFF. Result: 1 (the TCR binds to the epitope). (3) The epitope is VLWAHGFEL. The TCR CDR3 sequence is CASTQPSLGYTF. Result: 1 (the TCR binds to the epitope). (4) The epitope is ATVVIGTSK. The TCR CDR3 sequence is CSAPNPNTGELFF. Result: 0 (the TCR does not bind to the epitope). (5) The epitope is KLNVGDYFV. The TCR CDR3 sequence is CASSSTGSPLETQYF. Result: 1 (the TCR binds to the epitope). (6) The TCR CDR3 sequence is CASSEITSGGPLYF. The epitope is NYSGVVTTVMF. Result: 0 (the TCR does not bind to the epitope).